This data is from Forward reaction prediction with 1.9M reactions from USPTO patents (1976-2016). The task is: Predict the product of the given reaction. (1) The product is: [CH:1]1([C:9]2[CH:14]=[CH:13][CH:12]=[CH:11][C:10]=2[N:15]2[CH2:16][CH2:17][N:18]([CH2:21][CH:22]([CH3:24])[CH3:23])[CH2:19][CH2:20]2)[CH2:2][CH2:3][CH2:4][CH2:5][CH2:6][CH2:7][CH2:8]1. Given the reactants [CH:1]1([C:9]2[CH:14]=[CH:13][CH:12]=[CH:11][C:10]=2[N:15]2[CH2:20][CH2:19][NH:18][CH2:17][CH2:16]2)[CH2:8][CH2:7][CH2:6][CH2:5][CH2:4][CH2:3][CH2:2]1.[CH:21](=O)[CH:22]([CH3:24])[CH3:23].C(O[BH-](OC(=O)C)OC(=O)C)(=O)C.[Na+].C(O)(=O)C.C(=O)([O-])O.[Na+], predict the reaction product. (2) Given the reactants [C:1]1(=[O:8])O[C:5](=[O:6])[CH:4]=[C:2]1[CH3:3].[NH2:9][C:10]1[CH:15]=[CH:14][C:13]([Br:16])=[CH:12][N:11]=1, predict the reaction product. The product is: [Br:16][C:13]1[CH:14]=[CH:15][C:10]([N:9]2[C:5](=[O:6])[CH:4]=[C:2]([CH3:3])[C:1]2=[O:8])=[N:11][CH:12]=1.